This data is from Catalyst prediction with 721,799 reactions and 888 catalyst types from USPTO. The task is: Predict which catalyst facilitates the given reaction. (1) Reactant: [CH3:1][O:2][C:3]1[N:8]=[CH:7][C:6]([C:9]2[S:10][CH:11]=[C:12]([CH2:14][C:15]([O:17]C)=[O:16])[N:13]=2)=[CH:5][CH:4]=1.[Li+].[OH-].Cl. Product: [CH3:1][O:2][C:3]1[N:8]=[CH:7][C:6]([C:9]2[S:10][CH:11]=[C:12]([CH2:14][C:15]([OH:17])=[O:16])[N:13]=2)=[CH:5][CH:4]=1. The catalyst class is: 36. (2) Reactant: Br[C:2]1[CH:3]=[C:4]([C@H:8]([OH:10])[CH3:9])[CH:5]=[CH:6][CH:7]=1.[CH2:11]([Sn](CCCC)(CCCC)C=C)[CH2:12]CC. Product: [CH:11]([C:2]1[CH:3]=[C:4]([C@H:8]([OH:10])[CH3:9])[CH:5]=[CH:6][CH:7]=1)=[CH2:12]. The catalyst class is: 11. (3) Reactant: [Cl:1][C:2]1[CH:3]=[C:4]([CH:12]=[CH:13][C:14]=1[Cl:15])[O:5][CH:6]1[CH2:11][CH2:10][NH:9][CH2:8][CH2:7]1.C(N(CC)CC)C.Br[CH2:24][CH2:25][CH2:26][NH:27][C:28](=[O:34])[O:29][C:30]([CH3:33])([CH3:32])[CH3:31]. Product: [Cl:1][C:2]1[CH:3]=[C:4]([CH:12]=[CH:13][C:14]=1[Cl:15])[O:5][CH:6]1[CH2:11][CH2:10][N:9]([CH2:24][CH2:25][CH2:26][NH:27][C:28](=[O:34])[O:29][C:30]([CH3:33])([CH3:32])[CH3:31])[CH2:8][CH2:7]1. The catalyst class is: 3. (4) Reactant: [CH3:1][C@H:2]1[CH2:7][NH:6][C@H:5]([CH3:8])[CH2:4][N:3]1[C@@H:9]([C:23]1[CH:28]=[CH:27][CH:26]=[C:25]([OH:29])[CH:24]=1)[C:10]1[CH:22]=[CH:21][C:13]([C:14]([N:16]([CH2:19][CH3:20])[CH2:17][CH3:18])=[O:15])=[CH:12][CH:11]=1.[C:30]([C:33]1[CH:34]=[C:35]([CH:38]=[CH:39][CH:40]=1)[CH:36]=O)([OH:32])=[O:31].C(O)(=O)C.C(O[BH-](OC(=O)C)OC(=O)C)(=O)C.[Na+]. Product: [CH2:17]([N:16]([CH2:19][CH3:20])[C:14]([C:13]1[CH:21]=[CH:22][C:10]([C@H:9]([C:23]2[CH:28]=[CH:27][CH:26]=[C:25]([OH:29])[CH:24]=2)[N:3]2[C@@H:2]([CH3:1])[CH2:7][N:6]([CH2:36][C:35]3[CH:34]=[C:33]([CH:40]=[CH:39][CH:38]=3)[C:30]([OH:32])=[O:31])[C@H:5]([CH3:8])[CH2:4]2)=[CH:11][CH:12]=1)=[O:15])[CH3:18]. The catalyst class is: 7. (5) Reactant: [CH3:1][C:2]1[CH:3]=[C:4]([C:33]2[CH:38]=[CH:37][CH:36]=[C:35]([C:39]([OH:41])=[O:40])[CH:34]=2)[CH:5]=[CH:6][C:7]=1[O:8][C@@H:9]1[C@:14]([O:16]C(=O)C)([CH3:15])[C@@H:13]([O:20]C(=O)C)[C@H:12]([O:24]C(=O)C)[C@@H:11]([CH2:28][O:29]C(=O)C)[O:10]1.C[O-].[Na+]. Product: [CH3:1][C:2]1[CH:3]=[C:4]([C:33]2[CH:34]=[C:35]([CH:36]=[CH:37][CH:38]=2)[C:39]([OH:41])=[O:40])[CH:5]=[CH:6][C:7]=1[O:8][C@@H:9]1[C@:14]([OH:16])([CH3:15])[C@@H:13]([OH:20])[C@H:12]([OH:24])[C@@H:11]([CH2:28][OH:29])[O:10]1. The catalyst class is: 5. (6) Reactant: [Cl:1][C:2]1[C:7]([NH:8][NH2:9])=[N:6][CH:5]=[CH:4][N:3]=1.[F:10][C:11]([F:22])([F:21])[C:12](O[C:12](=[O:13])[C:11]([F:22])([F:21])[F:10])=[O:13]. Product: [Cl:1][C:2]1[C:7]([NH:8][NH:9][C:12](=[O:13])[C:11]([F:22])([F:21])[F:10])=[N:6][CH:5]=[CH:4][N:3]=1. The catalyst class is: 20. (7) Reactant: [F:1][C:2]([F:45])([F:44])[C:3]1[CH:4]=[C:5]([C@H:13]([O:15][C@H:16]2[CH2:21][CH2:20][N:19]([C:22]([C@H:24]3[CH2:29][CH2:28][C@H:27]([NH:30][C:31](=[O:37])[CH2:32][CH2:33][CH2:34][CH2:35]Cl)[CH2:26][CH2:25]3)=[O:23])[CH2:18][C@H:17]2[C:38]2[CH:43]=[CH:42][CH:41]=[CH:40][CH:39]=2)[CH3:14])[CH:6]=[C:7]([C:9]([F:12])([F:11])[F:10])[CH:8]=1.CC([O-])(C)C.[K+].O. Product: [F:1][C:2]([F:45])([F:44])[C:3]1[CH:4]=[C:5]([C@H:13]([O:15][C@H:16]2[CH2:21][CH2:20][N:19]([C:22]([C@H:24]3[CH2:29][CH2:28][C@H:27]([N:30]4[CH2:35][CH2:34][CH2:33][CH2:32][C:31]4=[O:37])[CH2:26][CH2:25]3)=[O:23])[CH2:18][C@H:17]2[C:38]2[CH:43]=[CH:42][CH:41]=[CH:40][CH:39]=2)[CH3:14])[CH:6]=[C:7]([C:9]([F:12])([F:11])[F:10])[CH:8]=1. The catalyst class is: 3.